Dataset: hERG Central: cardiac toxicity at 1µM, 10µM, and general inhibition. Task: Predict hERG channel inhibition at various concentrations. (1) Results: hERG_inhib (hERG inhibition (general)): blocker. The compound is O=C(CN1CCN(C(=O)C2CCCO2)CC1)Nc1cc(Cl)ccc1Cl. (2) The compound is Cc1ccc(C(=O)N/C(=C/c2ccc(F)cc2)C(=O)NCc2ccncc2)cc1. Results: hERG_inhib (hERG inhibition (general)): blocker. (3) The molecule is O=C(NCc1nnc2c3ccccc3c(-c3ccccc3)nn12)c1ccccc1Cl. Results: hERG_inhib (hERG inhibition (general)): blocker. (4) The molecule is O=C(Cc1ccc([N+](=O)[O-])cc1)N/N=C/c1ccc([N+](=O)[O-])o1. Results: hERG_inhib (hERG inhibition (general)): blocker. (5) Results: hERG_inhib (hERG inhibition (general)): blocker. The compound is COc1ccccc1Nc1nc(N)nc(CN2CCCCC2)n1. (6) The drug is CN(Cc1ccco1)S(=O)(=O)c1ccc(CN2C(=O)c3cccnc3C2=O)s1. Results: hERG_inhib (hERG inhibition (general)): blocker. (7) The compound is Br.CC(C)CC1CC(C)(c2csc(NNC(=O)c3ccccc3)n2)OC1=O. Results: hERG_inhib (hERG inhibition (general)): blocker. (8) The molecule is COc1cc(C)c(-c2nc(CN3C[C@@H]4C[C@@H](C3)c3cccc(=O)n3C4)c(C)o2)cc1C. Results: hERG_inhib (hERG inhibition (general)): blocker. (9) The molecule is Cc1cc(C)cc(NC(=O)CSc2nc3nc(C)cc(C)n3n2)c1. Results: hERG_inhib (hERG inhibition (general)): blocker.